From a dataset of Drug-target binding data from BindingDB using Ki measurements. Regression. Given a target protein amino acid sequence and a drug SMILES string, predict the binding affinity score between them. We predict pKi (pKi = -log10(Ki in M); higher means stronger inhibition). Dataset: bindingdb_ki. (1) The small molecule is Cc1cc(N=Nc2ccc(S(=O)(=O)[O-])cc2S(=O)(=O)[O-])c(COP(=O)([O-])[O-])c(C=O)c1O. The target protein (O35795) has sequence MAGKLVSLVPPLLLAAAGLTGLLLLCVPTQDVREPPALKYGIVLDAGSSHTSMFVYKWPADKENDTGIVGQHSSCDVQGGGISSYANDPSKAGQSLVRCLEQALRDVPRDRHASTPLYLGATAGMRPFNLTSPEATARVLEAVTQTLTQYPFDFRGARILSGQDEGVFGWVTANYLLENFIKYGWVGRWIRPRKGTLGAMDLGGASTQITFETTSPSEDPGNEVHLRLYGQHYRVYTHSFLCYGRDQILLRLLASALQIHRFHPCWPKGYSTQVLLQEVYQSPCTMGQRPRAFNGSAIVSLSGTSNATLCRDLVSRLFNISSCPFSQCSFNGVFQPPVAGNFIAFSAFYYTVDFLTTVMGLPVGTLKQLEEATEITCNQTWTELQARVPGQKTRLADYCAVAMFIHQLLSRGYHFDERSFREVVFQKKAADTAVGWALGYMLNLTNLIPADLPGLRKGTHFSSWVALLLLFTVLILAALVLLLRQVRSAKSPGAL. The pKi is 4.3. (2) The pKi is 8.3. The target protein (Q5BJR8) has sequence MYGNYSHFMKFPTGFGGSPGHTGSTSMSPSVALPTGKPMDSHPSYTDTPVSAPRTLSAVGTPLNALGSPYRVITSAMGPPSGALAAPPGINLVVPPSSQLNVVNSVSSSEDIKPLPGLPGIGNMNYPSTSPGSLVKHICAICGDRSSGKHYGVYSCEGCKGFFKRTIRKDLIYTCRDNKDCLIDKRQRNRCQYCRYQKCLVMGMKREAVQEERQRSRERAESEAECASTGHEDMPVERILEAELAVEPKTESYGDMSVESSTNDPVTNICHAADKQLFTLVEWAKRIPHFSDLTLEDQVILLRAGWNELLIASFSHRSVSVQDGILLATGLHVHRSSAHSAGVGSIFDRVLTELVSKMKDMRMDKSELGCLRAIVLFNPDAKGLSNPSEVETLREKVYATLEAYTKQKYPEQPGRFAKLLLRLPALRSIGLKCLEHLFFFKLIGDTPIDTFLMEMLETPLQIT. The drug is CCCOc1c(C2=C(/C=C/C(C)=C/C(=O)O)CCC2)cc(C(C)C)cc1C(C)C. (3) The small molecule is CCCCCCCCCCC(NC(=O)OC(C)(C)C)C(=O)N(CCCN(C)C)OCc1ccccc1. The target protein (P09598) has sequence MKKKVLALAAAITVVAPLQSVAFAHENDGGSKIKIVHRWSAEDKHKEGVNSHLWIVNRAIDIMSRNTTLVKQDRVAQLNEWRTELENGIYAADYENPYYDNSTFASHFYDPDNGKTYIPFAKQAKETGAKYFKLAGESYKNKDMKQAFFYLGLSLHYLGDVNQPMHAANFTNLSYPQGFHSKYENFVDTIKDNYKVTDGNGYWNWKGTNPEEWIHGAAVVAKQDYSGIVNDNTKDWFVKAAVSQEYADKWRAEVTPMTGKRLMDAQRVTAGYIQLWFDTYGDR. The pKi is 5.6. (4) The small molecule is NC[C@@H]1O[C@H](c2ccccc2)Cc2c1ccc(Br)c2O. The target protein (P35406) has sequence MAVLDLNLTTVIDSGFMESDRSVRVLTGCFLSVLILSTLLGNTLVCAAVTKFRHLRSKVTNFFVISLAVSDLLVAVLVMPWKAVTEVAGFWPFGAFCDIWVAFDIMCSTASILNLCVISVDRYWAISSPFRYERKMTPRVAFVMISGAWTLSVLISFIPVQLKWHKAQPIGFLEVNASRRDLPTDNCDSSLNRTYAISSSLISFYIPVAIMIVTYTQIYRIAQKQIRRISALERAAESAQIRHDSMGSGSNMDLESSFKLSFKRETKVLKTLSVIMGVFVCCWLPFFILNCMVPFCKRTSNGLPCISPTTFDVFVWFGWANSSLNPIIYAFNADFRRAFAILLGCQRLCPGSISMETPSLNKN. The pKi is 7.5. (5) The small molecule is COc1ccccc1NC(=O)Nc1ccc(S(N)(=O)=O)cc1. The target protein (P9WPJ7) has sequence MTVTDDYLANNVDYASGFKGPLPMPPSKHIAIVACMDARLDVYRMLGIKEGEAHVIRNAGCVVTDDVIRSLAISQRLLGTREIILLHHTDCGMLTFTDDDFKRAIQDETGIRPTWSPESYPDAVEDVRQSLRRIEVNPFVTKHTSLRGFVFDVATGKLNEVTP. The pKi is 6.3. (6) The compound is CCCCOc1ccc(CNC=O)cc1. The target protein (P00328) has sequence MSTAGKVIKCKAAVLWEQKKPFSIEEVEVAPPKAHEVRIKMVAAGICRSDDHVVSGTLVAPLPVIAGHEAAGIVESIGEGVTTVRPGDKVIPLFIPQCGKCSVCKHPEGNLCLKNLSMPRGTMQDGTSRFTCRGKPIHHFLGTSTFSQYTVVDEISVAKIDAASPLEKVCLVGCGFSTGYGSAVKVAKVTQGSTCAVFGLGGVGLSVIMGCKAAGAARIIGVDINKDKFAKAKEVGATECVNPQDYKKPIQEVLTEMSNGGVDFSFEVIGRLDTMVAALSCCQEAYGVSVIVGVPPDSQNLSMNPMLLLSGRTWKGAIFGGFKSKDSVPKLVADFMAKKFALDPLITHVLPFEKINEGFDLLRSGKSIRTILTF. The pKi is 7.4.